Dataset: Catalyst prediction with 721,799 reactions and 888 catalyst types from USPTO. Task: Predict which catalyst facilitates the given reaction. (1) Reactant: [H-].[Na+].ClC1C2N=C(CC(F)(F)F)[N:9](Cl)C=2C=CC=1.[Cl:19][C:20]1[CH:21]=[C:22]2[C:26](=[CH:27][C:28]=1[Cl:29])[NH:25][C:24]([CH2:30][C:31]([F:34])([F:33])[F:32])=C2.Br[CH2:36][C:37]1[CH:42]=[CH:41][CH:40]=[C:39]([C:43]#[N:44])[CH:38]=1.[NH4+].[Cl-]. Product: [Cl:29][C:28]1[C:20]([Cl:19])=[CH:21][C:22]2[N:9]([CH2:36][C:37]3[CH:38]=[C:39]([CH:40]=[CH:41][CH:42]=3)[C:43]#[N:44])[C:24]([CH2:30][C:31]([F:32])([F:33])[F:34])=[N:25][C:26]=2[CH:27]=1. The catalyst class is: 3. (2) Reactant: [NH:1]1[C:9]2[C:4](=[CH:5][CH:6]=[CH:7][CH:8]=2)[C:3]([C:10](=[CH:13][C:14]2[CH:19]=[CH:18][CH:17]=[CH:16][CH:15]=2)[C:11]#[N:12])=[CH:2]1.N#N. Product: [CH2:13]([CH:10]([C:3]1[C:4]2[C:9](=[CH:8][CH:7]=[CH:6][CH:5]=2)[NH:1][CH:2]=1)[CH2:11][NH2:12])[C:14]1[CH:19]=[CH:18][CH:17]=[CH:16][CH:15]=1. The catalyst class is: 14. (3) Reactant: C(OC([NH:8][CH:9]([C:14]1([C:18]2[CH:30]=[CH:29][C:21]([O:22][CH2:23][C:24]([O:26][CH2:27][CH3:28])=[O:25])=[CH:20][CH:19]=2)[CH2:17][CH2:16][CH2:15]1)[CH2:10][CH:11]([CH3:13])[CH3:12])=O)(C)(C)C.FC(F)(F)C(O)=O. Product: [NH2:8][CH:9]([C:14]1([C:18]2[CH:19]=[CH:20][C:21]([O:22][CH2:23][C:24]([O:26][CH2:27][CH3:28])=[O:25])=[CH:29][CH:30]=2)[CH2:15][CH2:16][CH2:17]1)[CH2:10][CH:11]([CH3:12])[CH3:13]. The catalyst class is: 2. (4) Reactant: [Br:1][C:2]1[CH:3]=[C:4]([SH:8])[CH:5]=[CH:6][CH:7]=1.C([O-])([O-])=O.[K+].[K+].Br[CH2:16][CH2:17][CH3:18]. Product: [Br:1][C:2]1[CH:7]=[CH:6][CH:5]=[C:4]([S:8][CH2:16][CH2:17][CH3:18])[CH:3]=1. The catalyst class is: 3. (5) Reactant: C1(P(C2C=CC=CC=2)C2C=CC=CC=2)C=CC=CC=1.S(OS(C(F)(F)F)(=O)=O)(C(F)(F)F)(=O)=O.[F:35][C:36]1[CH:41]=[CH:40][C:39]([N+:42]([O-:44])=[O:43])=[CH:38][C:37]=1[C:45]([CH3:51])([CH2:48][CH2:49][OH:50])[CH2:46]O.C(=O)([O-])[O-].[K+].[K+]. Product: [F:35][C:36]1[CH:41]=[CH:40][C:39]([N+:42]([O-:44])=[O:43])=[CH:38][C:37]=1[C:45]1([CH3:51])[CH2:48][CH2:49][O:50][CH2:46]1. The catalyst class is: 46.